Dataset: Catalyst prediction with 721,799 reactions and 888 catalyst types from USPTO. Task: Predict which catalyst facilitates the given reaction. Reactant: O.[N+:2]([O-:5])([O-:4])=[O:3].[Al+3:6].[N+:7]([O-:10])([O-:9])=[O:8].[N+:11]([O-:14])([O-:13])=[O:12]. Product: [N+:2]([O-:5])([O-:4])=[O:3].[Al+3:6].[N+:7]([O-:10])([O-:9])=[O:8].[N+:11]([O-:14])([O-:13])=[O:12]. The catalyst class is: 6.